This data is from Catalyst prediction with 721,799 reactions and 888 catalyst types from USPTO. The task is: Predict which catalyst facilitates the given reaction. (1) Reactant: [N:1]1[C:10]2[C:5](=[CH:6][C:7]([NH:11][C:12]3[C:17]([C:18]([OH:20])=O)=[CH:16][CH:15]=[CH:14][N:13]=3)=[CH:8][CH:9]=2)[CH:4]=[CH:3][CH:2]=1.[Cl:21][C:22]1[CH:28]=[CH:27][C:25]([NH2:26])=[CH:24][CH:23]=1.CCN(C(C)C)C(C)C.C1C=CC2N(O)N=NC=2C=1. Product: [Cl:21][C:22]1[CH:28]=[CH:27][C:25]([NH:26][C:18]([C:17]2[C:12]([NH:11][C:7]3[CH:6]=[C:5]4[C:10](=[CH:9][CH:8]=3)[N:1]=[CH:2][CH:3]=[CH:4]4)=[N:13][CH:14]=[CH:15][CH:16]=2)=[O:20])=[CH:24][CH:23]=1. The catalyst class is: 607. (2) Reactant: Br.[Cl:2][C:3]1[CH:8]=[CH:7][C:6]([OH:9])=[C:5]([CH:10]2[CH2:15][CH2:14][NH:13][CH2:12][CH2:11]2)[CH:4]=1.C(N(C(C)C)C(C)C)C.[C:25](O[C:25]([O:27][C:28]([CH3:31])([CH3:30])[CH3:29])=[O:26])([O:27][C:28]([CH3:31])([CH3:30])[CH3:29])=[O:26].O. Product: [C:28]([O:27][C:25]([N:13]1[CH2:12][CH2:11][CH:10]([C:5]2[CH:4]=[C:3]([Cl:2])[CH:8]=[CH:7][C:6]=2[OH:9])[CH2:15][CH2:14]1)=[O:26])([CH3:31])([CH3:30])[CH3:29]. The catalyst class is: 4. (3) Reactant: [CH2:1]([NH2:5])[CH2:2][CH2:3][CH3:4].I[CH2:7][CH2:8][CH2:9][O:10][C:11]1[CH:16]=[CH:15][C:14]([C:17]2[CH:22]=[CH:21][C:20]([C:23]([O:25][CH2:26][CH3:27])=[O:24])=[CH:19][CH:18]=2)=[CH:13][C:12]=1[C:28]1[CH:37]=[CH:36][C:35]2[C:34]([CH3:39])([CH3:38])[CH2:33][CH2:32][C:31]([CH3:41])([CH3:40])[C:30]=2[CH:29]=1. Product: [CH2:1]([NH:5][CH2:7][CH2:8][CH2:9][O:10][C:11]1[CH:16]=[CH:15][C:14]([C:17]2[CH:18]=[CH:19][C:20]([C:23]([O:25][CH2:26][CH3:27])=[O:24])=[CH:21][CH:22]=2)=[CH:13][C:12]=1[C:28]1[CH:37]=[CH:36][C:35]2[C:34]([CH3:39])([CH3:38])[CH2:33][CH2:32][C:31]([CH3:41])([CH3:40])[C:30]=2[CH:29]=1)[CH2:2][CH2:3][CH3:4]. The catalyst class is: 8. (4) Reactant: [C:1]([O:5][C:6]([NH:8][CH2:9][C:10]([OH:12])=O)=[O:7])([CH3:4])([CH3:3])[CH3:2].O.ON1C2C=CC=CC=2N=N1.Cl.[F:25][C:26]1[C:31]([F:32])=[CH:30][CH:29]=[CH:28][C:27]=1[CH2:33][S:34][C:35]1[N:40]=[C:39]([NH:41][S:42]([N:45]2[CH2:50][CH2:49][NH:48][CH2:47][CH2:46]2)(=[O:44])=[O:43])[CH:38]=[C:37]([O:51][CH3:52])[N:36]=1.CN1CCOCC1. Product: [F:25][C:26]1[C:31]([F:32])=[CH:30][CH:29]=[CH:28][C:27]=1[CH2:33][S:34][C:35]1[N:40]=[C:39]([NH:41][S:42]([N:45]2[CH2:46][CH2:47][N:48]([C:10](=[O:12])[CH2:9][NH:8][C:6](=[O:7])[O:5][C:1]([CH3:2])([CH3:3])[CH3:4])[CH2:49][CH2:50]2)(=[O:43])=[O:44])[CH:38]=[C:37]([O:51][CH3:52])[N:36]=1. The catalyst class is: 3. (5) Reactant: [Cl:1][C:2]1[CH:7]=[CH:6][C:5]([F:8])=[CH:4][N:3]=1.[OH:9]O. Product: [Cl:1][C:2]1[CH:7]=[CH:6][C:5]([F:8])=[CH:4][N+:3]=1[O-:9]. The catalyst class is: 55. (6) Reactant: [ClH:1].C([N:9]1[CH2:14][CH2:13][O:12][CH:11]([CH:15]([OH:21])[C:16]([O:18][CH2:19][CH3:20])=[O:17])[CH2:10]1)C1C=CC=CC=1. Product: [ClH:1].[OH:21][CH:15]([CH:11]1[O:12][CH2:13][CH2:14][NH:9][CH2:10]1)[C:16]([O:18][CH2:19][CH3:20])=[O:17]. The catalyst class is: 14. (7) Reactant: F[C:2]1[CH:7]=[CH:6][C:5]([N+:8]([O-:10])=[O:9])=[CH:4][CH:3]=1.[NH2:11][CH:12]([CH:15]([OH:31])[CH2:16][CH2:17][CH2:18][CH2:19][CH2:20][CH2:21][CH2:22][CH2:23][CH2:24][CH2:25][CH2:26][CH2:27][CH2:28][CH2:29][CH3:30])[CH2:13][OH:14].C(=O)([O-])[O-].[Na+].[Na+]. Product: [N+:8]([C:5]1[CH:6]=[CH:7][C:2]([NH:11][CH:12]([CH:15]([OH:31])[CH2:16][CH2:17][CH2:18][CH2:19][CH2:20][CH2:21][CH2:22][CH2:23][CH2:24][CH2:25][CH2:26][CH2:27][CH2:28][CH2:29][CH3:30])[CH2:13][OH:14])=[CH:3][CH:4]=1)([O-:10])=[O:9]. The catalyst class is: 6. (8) Reactant: [NH2:1][C:2]1[CH:3]=[CH:4][C:5]([Cl:9])=[C:6]([OH:8])[CH:7]=1.[C:10]1(P([C:10]2[CH:15]=[CH:14][CH:13]=[CH:12][CH:11]=2)[C:10]2[CH:15]=[CH:14][CH:13]=[CH:12][CH:11]=2)[CH:15]=[CH:14][CH:13]=[CH:12][CH:11]=1.CCOC(/[N:34]=N/C(OCC)=O)=O. Product: [Cl:9][C:5]1[CH:4]=[CH:3][C:2]([NH2:1])=[CH:7][C:6]=1[O:8][CH2:10][C:11]1[CH:12]=[CH:13][CH:14]=[CH:15][N:34]=1. The catalyst class is: 1. (9) Reactant: BrC1C=CC([OH:8])=CC=1.[C:9](Cl)(=[O:18])[CH:10]=[CH:11][C:12]1[CH:17]=[CH:16][CH:15]=[CH:14][CH:13]=1.C(N(CC)CC)C. Product: [C:12]1([CH:11]=[CH:10][C:9]([OH:18])=[O:8])[CH:17]=[CH:16][CH:15]=[CH:14][CH:13]=1. The catalyst class is: 4.